From a dataset of NCI-60 drug combinations with 297,098 pairs across 59 cell lines. Regression. Given two drug SMILES strings and cell line genomic features, predict the synergy score measuring deviation from expected non-interaction effect. Drug 1: CC1C(C(CC(O1)OC2CC(OC(C2O)C)OC3=CC4=CC5=C(C(=O)C(C(C5)C(C(=O)C(C(C)O)O)OC)OC6CC(C(C(O6)C)O)OC7CC(C(C(O7)C)O)OC8CC(C(C(O8)C)O)(C)O)C(=C4C(=C3C)O)O)O)O. Drug 2: COCCOC1=C(C=C2C(=C1)C(=NC=N2)NC3=CC=CC(=C3)C#C)OCCOC.Cl. Cell line: 786-0. Synergy scores: CSS=23.5, Synergy_ZIP=0.377, Synergy_Bliss=1.74, Synergy_Loewe=-17.5, Synergy_HSA=-0.348.